This data is from NCI-60 drug combinations with 297,098 pairs across 59 cell lines. The task is: Regression. Given two drug SMILES strings and cell line genomic features, predict the synergy score measuring deviation from expected non-interaction effect. Drug 1: CC1CCC2CC(C(=CC=CC=CC(CC(C(=O)C(C(C(=CC(C(=O)CC(OC(=O)C3CCCCN3C(=O)C(=O)C1(O2)O)C(C)CC4CCC(C(C4)OC)OCCO)C)C)O)OC)C)C)C)OC. Drug 2: CN(C(=O)NC(C=O)C(C(C(CO)O)O)O)N=O. Cell line: SNB-75. Synergy scores: CSS=5.72, Synergy_ZIP=-0.0607, Synergy_Bliss=3.96, Synergy_Loewe=4.23, Synergy_HSA=4.81.